Dataset: Reaction yield outcomes from USPTO patents with 853,638 reactions. Task: Predict the reaction yield, written as a fraction of the theoretical maximum amount of product (1.0 means a 100% yield; for example, 0.34 means a 34% yield). The reactants are C(OC([N:8]1[CH2:13][CH2:12][CH:11]([O:14][C:15]([C:17]2[CH:34]=[C:33]3[C:20]([S:21](=[O:37])(=[O:36])[NH:22][C:23]4[C:32]3=[CH:31][C:30]([Cl:35])=[C:29]3[C:24]=4[N:25]=[CH:26][CH:27]=[CH:28]3)=[CH:19][CH:18]=2)=[O:16])[CH2:10][CH2:9]1)=O)(C)(C)C. The catalyst is Cl.O1CCOCC1. The product is [NH:8]1[CH2:13][CH2:12][CH:11]([O:14][C:15]([C:17]2[CH:34]=[C:33]3[C:20]([S:21](=[O:37])(=[O:36])[NH:22][C:23]4[C:32]3=[CH:31][C:30]([Cl:35])=[C:29]3[C:24]=4[N:25]=[CH:26][CH:27]=[CH:28]3)=[CH:19][CH:18]=2)=[O:16])[CH2:10][CH2:9]1. The yield is 0.470.